From a dataset of Full USPTO retrosynthesis dataset with 1.9M reactions from patents (1976-2016). Predict the reactants needed to synthesize the given product. Given the product [CH2:1]([O:8][C:9]1[N:14]=[C:13]([N:15]=[S:18]([CH3:19])[CH3:17])[C:12]([F:16])=[CH:11][N:10]=1)[C:2]1[CH:3]=[CH:4][CH:5]=[CH:6][CH:7]=1, predict the reactants needed to synthesize it. The reactants are: [CH2:1]([O:8][C:9]1[N:14]=[C:13]([NH2:15])[C:12]([F:16])=[CH:11][N:10]=1)[C:2]1[CH:7]=[CH:6][CH:5]=[CH:4][CH:3]=1.[CH3:17][S:18][CH3:19].ClN1C(=O)CCC1=O.C[O-].[Na+].CO.